The task is: Predict the reactants needed to synthesize the given product.. This data is from Full USPTO retrosynthesis dataset with 1.9M reactions from patents (1976-2016). (1) Given the product [C:39]([O:38][C:36]([N:6]1[CH2:7][CH:8]([NH:10][C:11]([C:13]2[CH:14]=[N:15][CH:16]=[CH:17][C:18]=2[NH:19][C:20]2[C:25]([O:26][CH3:27])=[CH:24][N:23]=[C:22]([C:28]3[CH:33]=[C:32]([Cl:34])[CH:31]=[CH:30][C:29]=3[F:35])[N:21]=2)=[O:12])[CH2:9][CH:5]1[C:3]([OH:4])=[O:2])=[O:37])([CH3:42])([CH3:40])[CH3:41], predict the reactants needed to synthesize it. The reactants are: C[O:2][C:3]([CH:5]1[CH2:9][CH:8]([NH:10][C:11]([C:13]2[CH:14]=[N:15][CH:16]=[CH:17][C:18]=2[NH:19][C:20]2[C:25]([O:26][CH3:27])=[CH:24][N:23]=[C:22]([C:28]3[CH:33]=[C:32]([Cl:34])[CH:31]=[CH:30][C:29]=3[F:35])[N:21]=2)=[O:12])[CH2:7][N:6]1[C:36]([O:38][C:39]([CH3:42])([CH3:41])[CH3:40])=[O:37])=[O:4].Cl. (2) Given the product [Br:1][C:2]1[CH:3]=[CH:4][C:5]([CH2:8][N:9]([O:10][CH3:11])[S:22]([CH3:25])(=[O:24])=[O:23])=[N:6][CH:7]=1, predict the reactants needed to synthesize it. The reactants are: [Br:1][C:2]1[CH:3]=[CH:4][C:5]([CH2:8][NH:9][O:10][CH3:11])=[N:6][CH:7]=1.C[Si]([N-][Si](C)(C)C)(C)C.[Na+].[S:22](Cl)([CH3:25])(=[O:24])=[O:23]. (3) Given the product [Br:1][C:2]1[S:6][C:5]2[C:7](=[O:8])[NH:9][C:11]([CH2:12][CH:13]3[CH2:17][CH2:16][CH2:15][CH2:14]3)=[N:10][C:4]=2[CH:3]=1, predict the reactants needed to synthesize it. The reactants are: [Br:1][C:2]1[S:6][C:5]([C:7]([NH2:9])=[O:8])=[C:4]([NH:10][C:11](=O)[CH2:12][CH:13]2[CH2:17][CH2:16][CH2:15][CH2:14]2)[CH:3]=1.[OH-].[Na+].C(O)C.Cl. (4) Given the product [Cl:1][CH2:2][C@@H:3]([OH:22])[C@@H:4]([NH:14][C:15](=[O:21])[O:16][C:17]([CH3:18])([CH3:19])[CH3:20])[CH2:5][C:6]1[CH:7]=[C:8]([F:13])[CH:9]=[C:10]([F:12])[CH:11]=1, predict the reactants needed to synthesize it. The reactants are: [Cl:1][CH2:2][C:3](=[O:22])[C@@H:4]([NH:14][C:15](=[O:21])[O:16][C:17]([CH3:20])([CH3:19])[CH3:18])[CH2:5][C:6]1[CH:11]=[C:10]([F:12])[CH:9]=[C:8]([F:13])[CH:7]=1.C1COCC1.[BH4-].[Na+]. (5) The reactants are: [CH2:1]([NH:3][C:4]([C:6]1[CH:29]=[CH:28][C:9]2[N:10]([CH:15]3[CH2:20][CH2:19][N:18](C(OC(C)(C)C)=O)[CH2:17][CH2:16]3)[C:11](=[O:14])[N:12]([CH3:13])[C:8]=2[CH:7]=1)=[O:5])[CH3:2].[F:30][C:31]([F:36])([F:35])[C:32]([OH:34])=[O:33]. Given the product [F:30][C:31]([F:36])([F:35])[C:32]([O-:34])=[O:33].[CH2:1]([NH:3][C:4]([C:6]1[CH:29]=[CH:28][C:9]2[N:10]([CH:15]3[CH2:16][CH2:17][NH2+:18][CH2:19][CH2:20]3)[C:11](=[O:14])[N:12]([CH3:13])[C:8]=2[CH:7]=1)=[O:5])[CH3:2].[F:30][C:31]([F:36])([F:35])[C:32]([O-:34])=[O:33], predict the reactants needed to synthesize it. (6) Given the product [Cl:23][C:24]1[N:25]=[CH:26][C:27]([CH2:30][N:13]2[C:14]3[C:9](=[C:8]([CH:4]4[O:5][CH2:6][CH2:7][O:3]4)[CH:17]=[CH:16][C:15]=3[O:18][CH3:19])[CH2:10][CH2:11][C:12]2=[O:20])=[CH:28][CH:29]=1, predict the reactants needed to synthesize it. The reactants are: [H-].[Na+].[O:3]1[CH2:7][CH2:6][O:5][CH:4]1[C:8]1[CH:17]=[CH:16][C:15]([O:18][CH3:19])=[C:14]2[C:9]=1[CH2:10][CH2:11][C:12](=[O:20])[NH:13]2.[H][H].[Cl:23][C:24]1[CH:29]=[CH:28][C:27]([CH2:30]Cl)=[CH:26][N:25]=1. (7) Given the product [CH3:1][S:2]([O:20][CH2:19][CH2:18][N:16]1[CH:17]=[C:13]([C:10]2[CH:11]=[N:12][C:7]([NH2:6])=[C:8]([C:21]3[O:22][C:23]4[CH:29]=[CH:28][CH:27]=[CH:26][C:24]=4[N:25]=3)[CH:9]=2)[CH:14]=[N:15]1)(=[O:4])=[O:3], predict the reactants needed to synthesize it. The reactants are: [CH3:1][S:2](Cl)(=[O:4])=[O:3].[NH2:6][C:7]1[N:12]=[CH:11][C:10]([C:13]2[CH:14]=[N:15][N:16]([CH2:18][CH2:19][OH:20])[CH:17]=2)=[CH:9][C:8]=1[C:21]1[O:22][C:23]2[CH:29]=[CH:28][CH:27]=[CH:26][C:24]=2[N:25]=1.C(N(CC)CC)C. (8) Given the product [CH3:20][O:19][C:16]1[CH:17]=[CH:18][C:13]([CH2:12][S:9]([C:7]2[CH:6]=[C:5]([O:24][CH3:25])[C:4]([O:26][CH3:27])=[C:3]([O:2][CH3:1])[CH:8]=2)(=[O:11])=[O:10])=[CH:14][C:15]=1[NH2:21], predict the reactants needed to synthesize it. The reactants are: [CH3:1][O:2][C:3]1[CH:8]=[C:7]([S:9]([CH2:12][C:13]2[CH:18]=[CH:17][C:16]([O:19][CH3:20])=[C:15]([N+:21]([O-])=O)[CH:14]=2)(=[O:11])=[O:10])[CH:6]=[C:5]([O:24][CH3:25])[C:4]=1[O:26][CH3:27].O.O.Cl[Sn]Cl. (9) Given the product [CH2:11]([N:7]1[C:6]2[CH:13]=[C:2]([C:21]3([OH:24])[CH2:22][CH2:23][C:18]4([O:17][CH2:16][CH2:15][O:14]4)[CH2:19][CH2:20]3)[CH:3]=[CH:4][C:5]=2[O:9][C:8]1=[O:10])[CH3:12], predict the reactants needed to synthesize it. The reactants are: Br[C:2]1[CH:3]=[CH:4][C:5]2[O:9][C:8](=[O:10])[N:7]([CH2:11][CH3:12])[C:6]=2[CH:13]=1.[O:14]1[C:18]2([CH2:23][CH2:22][C:21](=[O:24])[CH2:20][CH2:19]2)[O:17][CH2:16][CH2:15]1. (10) Given the product [C:33]([O:32][C@H:30]([CH3:31])[C@H:25]([NH:24][C:23]([C:12]1([CH2:16][C:17]2[CH:22]=[CH:21][CH:20]=[CH:19][CH:18]=2)[CH2:13][CH2:14][CH2:15][NH:11]1)=[O:36])[C:26]([O:28][CH3:29])=[O:27])(=[O:35])[CH3:34], predict the reactants needed to synthesize it. The reactants are: C(OC([N:11]1[CH2:15][CH2:14][CH2:13][C:12]1([C:23](=[O:36])[NH:24][C@@H:25]([C@H:30]([O:32][C:33](=[O:35])[CH3:34])[CH3:31])[C:26]([O:28][CH3:29])=[O:27])[CH2:16][C:17]1[CH:22]=[CH:21][CH:20]=[CH:19][CH:18]=1)=O)C1C=CC=CC=1.